Dataset: B-cell epitopes from IEDB database with 3,159 antigens for binding position prediction. Task: Token-level Classification. Given an antigen amino acid sequence, predict which amino acid positions are active epitope sites capable of antibody binding. Output is a list of indices for active positions. (1) Given the antigen sequence: MPMFIVNTNVPRASVPDGFLSELTQQLAQATGKPPQYIAVHVVPDQLMAFGGSSEPCALCSLHSIGKIGGAQNRSYSKLLCGLLAERLRISPDRVYINYYDMNAANVGWNNSTFA, which amino acid positions are active epitope sites? The epitope positions are: [29, 30, 31, 32, 33, 34, 35, 36, 37, 38, 39]. The amino acids at these positions are: ATGKPPQYIAV. (2) Given the antigen sequence: MKRKICKALICAALRTSLWAGASTKVYAWDGKIDGTGTHAMIVTQGVSILENDLSKNEPESVRKNLEILKENMHELQLGSTYPDYDKNAYDLYQDHFWDPDTDNNFSKDNSWYLAYSIPDTGESQIRKFSALARYEWQRGNYKQATFYLGEAMHYFGDIDTPYHPANVTAVDSAGHVKFETFAEERKEQYKINTAGCKTNEAFYTDILKNKDFNAWSKEYARGFAKTGKSIYYSHASMSHSWDDWDYAAKVTLANSQKGTAGYIYRFLHDVSEGNDPSVGKNVKELVAYISTSGEKDAGTDDYMYFGIKTKDGKTQEWEMDNPGNDFMTGSKDTYTFKLKDENLKIDDIQNMWIRKRKYTAFSDAYKPENIKIIANGKVVVDKDINEWISGNSTYNIK, which amino acid positions are active epitope sites? The epitope positions are: [198, 199, 200, 201, 202, 203, 204, 205]. The amino acids at these positions are: TNEAFYTD. (3) The epitope positions are: [239, 240, 241, 242, 243, 244, 245, 246, 247, 248, 249, 250, 251]. The amino acids at these positions are: VILLISFLIFLIV. Given the antigen sequence: MANLGCWMLVLFVATWSDLGLCKKRPKPGGWNTGGSRYPGQGSPGGNRYPPQGGGGWGQPHGGGWGQPHGGGWGQPHGGGWGQPHGGGWGQGGGTHSQWNKPSKPKTNMKHMAGAAAAGAVVGGLGGYMLGSAMSRPIIHFGSDYEDRYYRENMHRYPNQVYYRPMDEYSNQNNFVHDCVNITIKQHTVTTTTKGENFTETDVKMMERVVEQMCITQYERESQAYYQRGSSMVLFSSPPVILLISFLIFLIVG, which amino acid positions are active epitope sites? (4) Given the antigen sequence: ERHFVHQFKGECYFTNGTQRIRLVTRYIYNREEYLRFDSDVGEYRAVTELGRHSAEYYNKQYLERTRAELDTACRHNYEETEVPTSLRRLEQPNVAISLSRTEALNHHNTLVCSVTDFYPAKIKVRWFRNGQEETVGVSSTQLIRNGDWTFQVLVMLEMTPHQGEVYTCHVEHPSLKSPITVEWRAQ, which amino acid positions are active epitope sites? The epitope positions are: [50, 51, 52, 53, 54, 55, 56, 57, 58, 59, 60, 61, 62, 63, 64, 65, 66, 67, 68, 69... (23 total positions)]. The amino acids at these positions are: GRHSAEYYNKQYLERTRAELDTA. (5) The epitope positions are: [6, 7, 8, 9, 10, 11]. The amino acids at these positions are: AAAGDK. Given the antigen sequence: PPPFGQAAAGDKPSPFGQAAAGDKPPPFGQAAAGDKPSPFGQAAAGDKPPPFGQAAAGDKPSPFGQAAAGGKPPPFGQAAAGDKPSPFGQAAAGDKPPPFGQAAAGDKPSPFGQAAAGDKPPPFGQAAAGDKPPPFGQAAEGDKPPPFGQAAAGDKPAPFGQAAEGDKPPPFGQAAAADKPSLFGQAAAGDKLSLFGQAAAGDKPPPFGQAAEGDKPPPFGQAAAGD, which amino acid positions are active epitope sites? (6) Given the antigen sequence: METPSQRRATRSGAQASSTPLSPTRITRLQEKEDLQELNDRLAVYIDRVRSLETENAGLRLRITESEEVVSREVSGIKAAYEAELGDARKTLDSVAKERARLQLELSKVREEFKELKARNTKKEGDLLAAQARLKDLEALLNSKEAALSTALSEKRTLEGELHDLRGQVAKLEAALGEAKKQLQDEMLRRVDAENRLQTLKEELDFQKNIYSEELRETKRRHETRLVEIDNGKQREFESRLADALQELRAQHEDQVEQYKKELEKTYSAKLDNARQSAERNSNLVGAAHEELQQSRIRIDSLSAQLSQLQKQLAAKEAKLRDLEDSLARERDTSRRLLAEKEREMAEMRARMQQQLDEYQELLDIKLALDMEIHAYRKLLEGEEERLRLSPSPTSQRSRGRASSHSSQSQGGGSVTKKRKLESSESRSSFSQHARTSGRVAVEEVDEEGKFVRLRNKSNEDQSMGNWQIRRQNGDDPLMTYRFPPKFTLKAGQVVTIWAS..., which amino acid positions are active epitope sites? The epitope positions are: [267, 268, 269, 270, 271, 272, 273, 274, 275, 276, 277]. The amino acids at these positions are: SAKLDNARQSA.